This data is from Forward reaction prediction with 1.9M reactions from USPTO patents (1976-2016). The task is: Predict the product of the given reaction. (1) Given the reactants Cl[C:2]1[C:3]2[CH:10]=[CH:9][NH:8][C:4]=2[N:5]=[CH:6][N:7]=1.[NH2:11][C:12]1[CH:13]=[C:14]2[C:18](=[CH:19][CH:20]=1)[NH:17][N:16]=[C:15]2[C:21]#[N:22], predict the reaction product. The product is: [N:5]1[C:4]2[NH:8][CH:9]=[CH:10][C:3]=2[C:2]([NH:11][C:12]2[CH:13]=[C:14]3[C:18](=[CH:19][CH:20]=2)[NH:17][N:16]=[C:15]3[C:21]#[N:22])=[N:7][CH:6]=1. (2) Given the reactants [C:1](=[N:14][NH2:15])([C:8]1[CH:13]=[CH:12][CH:11]=[CH:10][CH:9]=1)[C:2]1[CH:7]=[CH:6][CH:5]=[CH:4][CH:3]=1.[F:16][CH:17]([F:21])[C:18]([CH3:20])=O, predict the reaction product. The product is: [F:16][CH:17]([F:21])[C:18](=[N:15][N:14]=[C:1]([C:8]1[CH:9]=[CH:10][CH:11]=[CH:12][CH:13]=1)[C:2]1[CH:7]=[CH:6][CH:5]=[CH:4][CH:3]=1)[CH3:20]. (3) Given the reactants [Cl:1][C:2]1[CH:7]=[C:6]([C:8]([OH:10])=O)[CH:5]=[CH:4][N:3]=1.C(Cl)(=O)C([Cl:14])=O, predict the reaction product. The product is: [Cl:1][C:2]1[CH:7]=[C:6]([C:8]([Cl:14])=[O:10])[CH:5]=[CH:4][N:3]=1. (4) Given the reactants [C:1]([O:5][C:6]([N:8]1[CH2:13][CH2:12][CH2:11][N:10]([C:14]([O:16][C:17]([CH3:20])([CH3:19])[CH3:18])=[O:15])[C:9]1=[N:21][C:22]1[CH:27]=[CH:26][CH:25]=[C:24]([C:28](=[O:34])[NH:29][CH2:30][C:31](O)=[O:32])[CH:23]=1)=[O:7])([CH3:4])([CH3:3])[CH3:2].[C:35]([O:39][C:40](=[O:65])[CH2:41][C@H:42]([NH2:64])[C:43]([NH:45][C:46]1[CH:51]=[CH:50][C:49]([O:52][CH2:53][CH2:54][CH2:55][NH:56][C:57]([O:59][C:60]([CH3:63])([CH3:62])[CH3:61])=[O:58])=[CH:48][CH:47]=1)=[O:44])([CH3:38])([CH3:37])[CH3:36].CN(C(ON1N=NC2C=CC=CC1=2)=[N+](C)C)C.F[P-](F)(F)(F)(F)F.C1C=CC2N(O)N=NC=2C=1.CCN(C(C)C)C(C)C, predict the reaction product. The product is: [C:17]([O:16][C:14]([N:10]1[CH2:11][CH2:12][CH2:13][N:8]([C:6]([O:5][C:1]([CH3:2])([CH3:4])[CH3:3])=[O:7])[C:9]1=[N:21][C:22]1[CH:27]=[CH:26][CH:25]=[C:24]([C:28](=[O:34])[NH:29][CH2:30][C:31](=[O:32])[NH:64][C@H:42]([C:43](=[O:44])[NH:45][C:46]2[CH:47]=[CH:48][C:49]([O:52][CH2:53][CH2:54][CH2:55][NH:56][C:57]([O:59][C:60]([CH3:63])([CH3:62])[CH3:61])=[O:58])=[CH:50][CH:51]=2)[CH2:41][C:40]([O:39][C:35]([CH3:37])([CH3:38])[CH3:36])=[O:65])[CH:23]=1)=[O:15])([CH3:19])([CH3:18])[CH3:20]. (5) Given the reactants C[O:2][C:3](=O)[CH2:4][CH2:5][CH2:6][CH2:7][CH2:8][NH:9][C:10]([NH:12][C:13](=[O:20])[C:14]1[CH:19]=[CH:18][CH:17]=[CH:16][CH:15]=1)=[O:11].[NH2:22][OH:23].Cl.C[O-].[Na+].FC(F)(F)C(O)=O, predict the reaction product. The product is: [OH:23][NH:22][C:3](=[O:2])[CH2:4][CH2:5][CH2:6][CH2:7][CH2:8][NH:9][C:10]([NH:12][C:13](=[O:20])[C:14]1[CH:19]=[CH:18][CH:17]=[CH:16][CH:15]=1)=[O:11]. (6) Given the reactants [CH3:1][S:2][CH2:3][C:4]1[CH:5]=[CH:6][CH:7]=[C:8]2[C:12]=1[NH:11][CH:10]=[CH:9]2.[Cl:13][C:14]1[CH:19]=[C:18]([F:20])[C:17]([CH:21]([C:23]2[CH:28]=[CH:27][C:26]([F:29])=[CH:25][CH:24]=2)O)=[C:16]([F:30])[CH:15]=1.FC1C=CC(C(C2C=CC(F)=CC=2)C2C3C(=C(CSC)C=CC=3)NC=2)=CC=1, predict the reaction product. The product is: [Cl:13][C:14]1[CH:15]=[C:16]([F:30])[C:17]([CH:21]([C:23]2[CH:28]=[CH:27][C:26]([F:29])=[CH:25][CH:24]=2)[C:9]2[C:8]3[C:12](=[C:4]([CH2:3][S:2][CH3:1])[CH:5]=[CH:6][CH:7]=3)[NH:11][CH:10]=2)=[C:18]([F:20])[CH:19]=1.